Task: Predict the reactants needed to synthesize the given product.. Dataset: Full USPTO retrosynthesis dataset with 1.9M reactions from patents (1976-2016) Given the product [C:38]([N:1]1[CH2:6][CH2:5][CH:4]([N:7]2[CH:11]=[C:10]([NH:12][C:13](=[O:30])[CH:14]([NH:18][C:19](=[O:29])[CH2:20][C:21]3[CH:26]=[C:25]([F:27])[CH:24]=[C:23]([F:28])[CH:22]=3)[CH2:15][CH2:16][CH3:17])[N:9]=[CH:8]2)[CH2:3][CH2:2]1)(=[O:40])[CH3:39], predict the reactants needed to synthesize it. The reactants are: [NH:1]1[CH2:6][CH2:5][CH:4]([N:7]2[CH:11]=[C:10]([NH:12][C:13](=[O:30])[CH:14]([NH:18][C:19](=[O:29])[CH2:20][C:21]3[CH:26]=[C:25]([F:27])[CH:24]=[C:23]([F:28])[CH:22]=3)[CH2:15][CH2:16][CH3:17])[N:9]=[CH:8]2)[CH2:3][CH2:2]1.C(N(CC)CC)C.[C:38](Cl)(=[O:40])[CH3:39].